This data is from Reaction yield outcomes from USPTO patents with 853,638 reactions. The task is: Predict the reaction yield, written as a fraction of the theoretical maximum amount of product (1.0 means a 100% yield; for example, 0.34 means a 34% yield). (1) The reactants are [CH3:1][O:2][C:3](=[O:13])[C:4]1[CH:9]=[C:8]([Cl:10])[C:7]([OH:11])=[CH:6][C:5]=1[OH:12].C(=O)([O-])[O-].[K+].[K+].[C:20]([O:24][C:25](=[O:30])[C:26](Br)([CH3:28])[CH3:27])([CH3:23])([CH3:22])[CH3:21]. The catalyst is CN1CCCC1=O.[Br-].C([N+](CCCC)(CCCC)CCCC)CCC. The product is [CH3:1][O:2][C:3](=[O:13])[C:4]1[CH:9]=[C:8]([Cl:10])[C:7]([O:11][C:26]([C:25]([O:24][C:20]([CH3:23])([CH3:22])[CH3:21])=[O:30])([CH3:28])[CH3:27])=[CH:6][C:5]=1[OH:12]. The yield is 0.722. (2) The reactants are C([O:3][C:4](=O)[CH2:5][C:6]1[CH:11]=[CH:10][C:9]([C:12](=[O:20])[C:13]2[CH:18]=[CH:17][CH:16]=[C:15]([NH2:19])[CH:14]=2)=[CH:8][C:7]=1[NH2:21])C.Cl.II. The catalyst is C(O)C. The product is [NH2:19][C:15]1[CH:14]=[C:13]([CH:18]=[CH:17][CH:16]=1)[C:12]([C:9]1[CH:8]=[C:7]2[C:6]([CH2:5][C:4](=[O:3])[NH:21]2)=[CH:11][CH:10]=1)=[O:20]. The yield is 0.950. (3) The reactants are [F:1][C:2]([F:30])([F:29])[C:3]([F:28])([C:8]1[CH:13]=[CH:12][C:11]([C:14]([S:16]([C:19]2[CH:20]=[C:21]3[C:25](=[CH:26][CH:27]=2)[CH2:24][CH2:23][CH2:22]3)(=[O:18])=[O:17])=[CH2:15])=[CH:10][CH:9]=1)[C:4]([F:7])([F:6])[F:5].CO[CH2:33][N:34]([CH2:40][C:41]1[CH:46]=[CH:45][CH:44]=[CH:43][CH:42]=1)[CH2:35][Si](C)(C)C. The catalyst is C(Cl)Cl.FC(F)(F)C(O)=O. The product is [CH2:40]([N:34]1[CH2:35][CH2:15][C:14]([S:16]([C:19]2[CH:20]=[C:21]3[C:25](=[CH:26][CH:27]=2)[CH2:24][CH2:23][CH2:22]3)(=[O:18])=[O:17])([C:11]2[CH:12]=[CH:13][C:8]([C:3]([F:28])([C:2]([F:29])([F:30])[F:1])[C:4]([F:5])([F:6])[F:7])=[CH:9][CH:10]=2)[CH2:33]1)[C:41]1[CH:46]=[CH:45][CH:44]=[CH:43][CH:42]=1. The yield is 0.673. (4) The reactants are CC(OC([NH:8][C@@H:9]([CH2:14][CH2:15][C:16](=O)[C:17]1[CH:22]=[CH:21][C:20]([O:23][CH2:24][C:25]2[CH:30]=[CH:29][CH:28]=[CH:27][CH:26]=2)=[CH:19][CH:18]=1)[C:10]([O:12][CH3:13])=[O:11])=O)(C)C.FC(F)(F)C(O)=O. The catalyst is C(Cl)Cl. The product is [C:25]1([CH2:24][O:23][C:20]2[CH:21]=[CH:22][C:17]([C:16]3[CH2:15][CH2:14][C@@H:9]([C:10]([O:12][CH3:13])=[O:11])[N:8]=3)=[CH:18][CH:19]=2)[CH:30]=[CH:29][CH:28]=[CH:27][CH:26]=1. The yield is 0.910.